Regression. Given a peptide amino acid sequence and an MHC pseudo amino acid sequence, predict their binding affinity value. This is MHC class I binding data. From a dataset of Peptide-MHC class I binding affinity with 185,985 pairs from IEDB/IMGT. (1) The peptide sequence is RLRPGGKKK. The MHC is HLA-A01:01 with pseudo-sequence HLA-A01:01. The binding affinity (normalized) is 0. (2) The peptide sequence is DLEKYNLAF. The MHC is HLA-A69:01 with pseudo-sequence HLA-A69:01. The binding affinity (normalized) is 0.0847.